Dataset: Full USPTO retrosynthesis dataset with 1.9M reactions from patents (1976-2016). Task: Predict the reactants needed to synthesize the given product. (1) Given the product [Cl:2][C:3]1[CH:4]=[C:5]([CH:21]=[CH:22][C:23]=1[Cl:24])[CH2:6][C:7]1[NH:8][C:9](=[O:20])[C:10]2[C:15]([CH3:16])=[C:14]([C:17]([OH:19])=[O:18])[S:13][C:11]=2[N:12]=1, predict the reactants needed to synthesize it. The reactants are: [Na+].[Cl:2][C:3]1[CH:4]=[C:5]([CH:21]=[CH:22][C:23]=1[Cl:24])[CH2:6][C:7]1[NH:8][C:9](=[O:20])[C:10]2[C:15]([CH3:16])=[C:14]([C:17]([O-:19])=[O:18])[S:13][C:11]=2[N:12]=1.[OH-].[Na+].Cl. (2) Given the product [Cl:14][C:10]1[CH:9]=[C:8]([C:5]2[CH:6]=[CH:7][C:2]3[NH:1][C:31](=[O:32])[O:17][C:15]([CH3:38])([C:16]4[CH:22]=[CH:21][CH:20]=[CH:19][CH:18]=4)[C:3]=3[CH:4]=2)[CH:13]=[CH:12][CH:11]=1, predict the reactants needed to synthesize it. The reactants are: [NH2:1][C:2]1[CH:7]=[CH:6][C:5]([C:8]2[CH:13]=[CH:12][CH:11]=[C:10]([Cl:14])[CH:9]=2)=[CH:4][C:3]=1[C:15](=[O:17])[CH3:16].[C:18]1([Mg]Br)C=[CH:22][CH:21]=[CH:20][CH:19]=1.C1N=CN([C:31](N2C=NC=C2)=[O:32])C=1.[CH2:38]1COCC1. (3) Given the product [N:16]1([CH2:22][CH2:23][CH2:24][C:25]2[N:26]=[N+:27]([O-:38])[C:28]3[CH:34]=[C:33]4[CH2:35][CH2:36][O:37][C:32]4=[CH:31][C:29]=3[N+:30]=2[O-:4])[CH2:21][CH2:20][O:19][CH2:18][CH2:17]1, predict the reactants needed to synthesize it. The reactants are: OO.C(OC(C(F)(F)F)=O)(C(F)(F)F)=[O:4].[N:16]1([CH2:22][CH2:23][CH2:24][C:25]2[N:26]=[N+:27]([O-:38])[C:28]3[CH:34]=[C:33]4[CH2:35][CH2:36][O:37][C:32]4=[CH:31][C:29]=3[N:30]=2)[CH2:21][CH2:20][O:19][CH2:18][CH2:17]1.C(O)(C(F)(F)F)=O.N. (4) The reactants are: [F:1][C:2]1[CH:3]=[C:4]([C:8]2[CH:16]=[CH:15][C:11]([C:12]([OH:14])=O)=[CH:10][N:9]=2)[CH:5]=[CH:6][CH:7]=1.[NH2:17][C@@H:18]1[CH2:23][CH2:22][C@H:21]([C:24]([OH:27])([CH3:26])[CH3:25])[CH2:20][CH2:19]1. Given the product [F:1][C:2]1[CH:3]=[C:4]([C:8]2[CH:16]=[CH:15][C:11]([C:12]([NH:17][C@H:18]3[CH2:23][CH2:22][C@@H:21]([C:24]([OH:27])([CH3:25])[CH3:26])[CH2:20][CH2:19]3)=[O:14])=[CH:10][N:9]=2)[CH:5]=[CH:6][CH:7]=1, predict the reactants needed to synthesize it. (5) Given the product [O:1]1[C:11]2[CH:10]=[C:9]([CH2:12][NH:13][CH:21]3[CH2:22][CH2:23][N:24]([CH2:27][CH2:28][N:29]4[C:34](=[O:35])[CH:33]=[N:32][C:31]5[N:36]=[CH:37][C:38]([O:40][CH3:41])=[CH:39][C:30]4=5)[CH2:25][CH2:26]3)[N:8]=[CH:7][C:6]=2[O:5][CH2:4][CH2:3][CH2:2]1, predict the reactants needed to synthesize it. The reactants are: [O:1]1[C:11]2[CH:10]=[C:9]([CH2:12][N:13]([CH:21]3[CH2:26][CH2:25][N:24]([CH2:27][CH2:28][N:29]4[C:34](=[O:35])[CH:33]=[N:32][C:31]5[N:36]=[CH:37][C:38]([O:40][CH3:41])=[CH:39][C:30]4=5)[CH2:23][CH2:22]3)C(=O)OC(C)(C)C)[N:8]=[CH:7][C:6]=2[O:5][CH2:4][CH2:3][CH2:2]1. (6) Given the product [CH3:32][O:33][C:34]1[CH:35]=[C:36]([CH2:42][CH2:43][CH2:44][CH2:10][N:11]([C@H:25]2[CH2:30][CH2:29][C@H:28]([CH3:31])[CH2:27][CH2:26]2)[C:12](=[O:24])[NH:13][C:14]2[S:15][C:16]([S:19][CH2:20][C:21]([OH:23])=[O:22])=[CH:17][N:18]=2)[CH:37]=[CH:38][C:39]=1[O:40][CH3:41], predict the reactants needed to synthesize it. The reactants are: ClC1C=C(CC[CH2:10][N:11]([C@H:25]2[CH2:30][CH2:29][C@H:28]([CH3:31])[CH2:27][CH2:26]2)[C:12](=[O:24])[NH:13][C:14]2[S:15][C:16]([S:19][CH2:20][C:21]([OH:23])=[O:22])=[CH:17][N:18]=2)C=CC=1.[CH3:32][O:33][C:34]1[CH:35]=[C:36]([CH2:42][CH2:43][CH2:44]C(O)=O)[CH:37]=[CH:38][C:39]=1[O:40][CH3:41].C(OC(=O)CSC1SC(N)=NC=1)C. (7) The reactants are: Br[C:2]1[CH:7]=[CH:6][CH:5]=[CH:4][C:3]=1[NH:8][C:9](=[O:20])[O:10][CH:11]1[CH2:17][CH:16]2[N:18]([CH3:19])[CH:13]([CH2:14][CH2:15]2)[CH2:12]1.[C:21]1(B(O)O)[CH:26]=[CH:25][CH:24]=[CH:23][CH:22]=1.C([O-])([O-])=O.[K+].[K+]. Given the product [C:2]1([C:21]2[CH:26]=[CH:25][CH:24]=[CH:23][CH:22]=2)[CH:7]=[CH:6][CH:5]=[CH:4][C:3]=1[NH:8][C:9](=[O:20])[O:10][CH:11]1[CH2:17][CH:16]2[N:18]([CH3:19])[CH:13]([CH2:14][CH2:15]2)[CH2:12]1, predict the reactants needed to synthesize it. (8) Given the product [I:1]/[C:2](/[CH2:7][CH3:8])=[CH:3]\[C:4]([NH:18][CH2:15][CH2:16][CH3:17])=[O:6], predict the reactants needed to synthesize it. The reactants are: [I:1]/[C:2](/[CH2:7][CH3:8])=[CH:3]\[C:4]([OH:6])=O.C(Cl)(=O)C(Cl)=O.[CH2:15]([NH2:18])[CH2:16][CH3:17].C(N(CC)CC)C. (9) Given the product [Si:15]([O:28][CH2:29][CH2:30][CH2:31][CH2:32][CH2:33][NH:10][CH:7]([CH3:9])[CH3:8])([C:11]([CH3:12])([CH3:13])[CH3:14])([C:22]1[CH:23]=[CH:24][CH:25]=[CH:26][CH:27]=1)[C:16]1[CH:21]=[CH:20][CH:19]=[CH:18][CH:17]=1, predict the reactants needed to synthesize it. The reactants are: C([O-])([O-])=O.[K+].[K+].[CH:7]([NH2:10])([CH3:9])[CH3:8].[C:11]([Si:15]([O:28][CH2:29][CH2:30][CH2:31][CH2:32][CH2:33]I)([C:22]1[CH:27]=[CH:26][CH:25]=[CH:24][CH:23]=1)[C:16]1[CH:21]=[CH:20][CH:19]=[CH:18][CH:17]=1)([CH3:14])([CH3:13])[CH3:12].O. (10) Given the product [Br:29][C:8]1[N:7]([C@@H:10]2[O:27][CH2:26][C@@H:21]([O:22][C:23](=[O:25])[CH3:24])[C@@H:16]([O:17][C:18](=[O:20])[CH3:19])[C@H:11]2[O:12][C:13](=[O:15])[CH3:14])[C:6]2[CH:28]=[C:2]([Cl:1])[CH:3]=[CH:4][C:5]=2[N:9]=1, predict the reactants needed to synthesize it. The reactants are: [Cl:1][C:2]1[CH:3]=[CH:4][C:5]2[N:9]=[CH:8][N:7]([C@@H:10]3[O:27][CH2:26][C@@H:21]([O:22][C:23](=[O:25])[CH3:24])[C@@H:16]([O:17][C:18](=[O:20])[CH3:19])[C@H:11]3[O:12][C:13](=[O:15])[CH3:14])[C:6]=2[CH:28]=1.[Br:29]N1C(=O)CCC1=O.